From a dataset of Forward reaction prediction with 1.9M reactions from USPTO patents (1976-2016). Predict the product of the given reaction. (1) Given the reactants [NH2:1][C@H:2]1[CH2:6][CH2:5][N:4]([C:7]([O:9][C:10]([CH3:13])([CH3:12])[CH3:11])=[O:8])[CH2:3]1.[C:14]1(=O)[CH2:17][CH2:16][CH2:15]1, predict the reaction product. The product is: [CH:14]1([NH:1][C@H:2]2[CH2:6][CH2:5][N:4]([C:7]([O:9][C:10]([CH3:13])([CH3:12])[CH3:11])=[O:8])[CH2:3]2)[CH2:17][CH2:16][CH2:15]1. (2) The product is: [CH2:31]([N:28]1[CH:27]=[C:26]([CH2:25][N:10]([C:7]2[CH:6]=[CH:5][C:4]([CH:1]([CH3:3])[CH3:2])=[CH:9][CH:8]=2)[C:11]([CH:13]2[C:22]3[C:17](=[CH:18][CH:19]=[C:20]([O:23][CH3:24])[CH:21]=3)[CH2:16][CH2:15][CH2:14]2)=[O:12])[CH:30]=[N:29]1)[CH3:32]. Given the reactants [CH:1]([C:4]1[CH:9]=[CH:8][C:7]([N:10]([CH2:25][C:26]2[CH:27]=[N:28][NH:29][CH:30]=2)[C:11]([CH:13]2[C:22]3[C:17](=[CH:18][CH:19]=[C:20]([O:23][CH3:24])[CH:21]=3)[CH2:16][CH2:15][CH2:14]2)=[O:12])=[CH:6][CH:5]=1)([CH3:3])[CH3:2].[CH2:31](I)[CH3:32], predict the reaction product. (3) Given the reactants [Cl:1][C:2]1[CH:3]=[N+:4]([O-])[CH:5]=[CH:6][C:7]=1[C:8]([F:11])([F:10])[F:9].C[Si]([C:17]#[N:18])(C)C, predict the reaction product. The product is: [Cl:1][C:2]1[C:3]([C:17]#[N:18])=[N:4][CH:5]=[CH:6][C:7]=1[C:8]([F:11])([F:10])[F:9]. (4) Given the reactants [CH3:1][CH:2]1[CH2:6][CH2:5][CH2:4][N:3]1[C:7]1[N:12]=[C:11]([NH:13][C:14]2[C:15]3[N:16]([CH:27]=[CH:28][N:29]=3)[N:17]=[C:18]([C:20]3[CH:25]=[CH:24][C:23]([OH:26])=[CH:22][CH:21]=3)[CH:19]=2)[CH:10]=[CH:9][CH:8]=1.C([O-])([O-])=O.[K+].[K+].CS([O:40][CH2:41][CH2:42][N:43]1[CH2:48][CH2:47]C[CH2:45][CH2:44]1)(=O)=O.O, predict the reaction product. The product is: [CH3:1][CH:2]1[CH2:6][CH2:5][CH2:4][N:3]1[C:7]1[N:12]=[C:11]([NH:13][C:14]2[C:15]3[N:16]([CH:27]=[CH:28][N:29]=3)[N:17]=[C:18]([C:20]3[CH:25]=[CH:24][C:23]([O:26][CH2:45][CH2:44][N:43]4[CH2:42][CH2:41][O:40][CH2:47][CH2:48]4)=[CH:22][CH:21]=3)[CH:19]=2)[CH:10]=[CH:9][CH:8]=1. (5) Given the reactants [Br:1][C:2]1[CH:30]=[CH:29][C:28]([F:31])=[CH:27][C:3]=1[O:4][CH:5]1[CH2:10][CH2:9][N:8]([C:11]2[N:19]=[C:18]3[C:14]([N:15]=[C:16]([S:20][CH2:21][C:22]([O:24]CC)=[O:23])[NH:17]3)=[CH:13][N:12]=2)[CH2:7][CH2:6]1.[OH-].[Na+], predict the reaction product. The product is: [Br:1][C:2]1[CH:30]=[CH:29][C:28]([F:31])=[CH:27][C:3]=1[O:4][CH:5]1[CH2:10][CH2:9][N:8]([C:11]2[N:19]=[C:18]3[C:14]([N:15]=[C:16]([S:20][CH2:21][C:22]([OH:24])=[O:23])[NH:17]3)=[CH:13][N:12]=2)[CH2:7][CH2:6]1. (6) Given the reactants [C:1](Cl)(=[O:10])[O:2][CH2:3][C:4]1[CH:9]=[CH:8][CH:7]=[CH:6][CH:5]=1.[C:12]1([C:18]2[NH:19][C:20]3[CH:26]=[CH:25][CH:24]=[CH:23][C:21]=3[N:22]=2)[CH:17]=[CH:16][CH:15]=[CH:14][CH:13]=1.N1C(C)=CC=CC=1C, predict the reaction product. The product is: [CH2:3]([O:2][C:1]([N:19]1[C:20]2[CH:26]=[CH:25][CH:24]=[CH:23][C:21]=2[N:22]=[C:18]1[C:12]1[CH:17]=[CH:16][CH:15]=[CH:14][CH:13]=1)=[O:10])[C:4]1[CH:9]=[CH:8][CH:7]=[CH:6][CH:5]=1. (7) Given the reactants [C:1]([OH:7])(=[O:6])[CH2:2][CH2:3][C:4]#[CH:5].[Cl:8][C:9]1[CH:10]=[C:11](O)[CH:12]=[CH:13][CH:14]=1, predict the reaction product. The product is: [C:1]([O:7][C:13]1[CH:12]=[CH:11][CH:10]=[C:9]([Cl:8])[CH:14]=1)(=[O:6])[CH2:2][CH2:3][C:4]#[CH:5].